Dataset: Full USPTO retrosynthesis dataset with 1.9M reactions from patents (1976-2016). Task: Predict the reactants needed to synthesize the given product. (1) The reactants are: [Cl:1][C:2]1[C:7]([C:8]2[CH:13]=[CH:12][N:11]=[C:10]([CH3:14])[CH:9]=2)=[CH:6][N:5]=[C:4]([N:15]2[CH2:20][C@H:19]([CH3:21])[O:18][C@H:17]([CH3:22])[CH2:16]2)[N:3]=1.[CH2:23]([Mg]Cl)[CH:24]([CH3:26])[CH3:25].[Cl-].[NH4+].Cl. Given the product [ClH:1].[CH3:22][C@H:17]1[O:18][C@@H:19]([CH3:21])[CH2:20][N:15]([C:4]2[N:3]=[C:2]([CH2:23][CH:24]([CH3:26])[CH3:25])[C:7]([C:8]3[CH:13]=[CH:12][N:11]=[C:10]([CH3:14])[CH:9]=3)=[CH:6][N:5]=2)[CH2:16]1, predict the reactants needed to synthesize it. (2) Given the product [Cl:7][C:8]1[C:9]([F:19])=[C:10]([O:17][CH3:18])[C:11]([C:14](=[CH2:5])[CH3:15])=[CH:12][CH:13]=1, predict the reactants needed to synthesize it. The reactants are: [Pb](Cl)Cl.Br[CH2:5]Br.[Cl:7][C:8]1[CH:13]=[CH:12][C:11]([C:14](=O)[CH3:15])=[C:10]([O:17][CH3:18])[C:9]=1[F:19].Cl. (3) Given the product [C:34]([C:33]1[CH:36]=[CH:37][C:30]([C@@H:27]([NH:26][C:15]([C@H:17]2[CH2:19][C@@H:18]2[C:20]2[CH:25]=[CH:24][CH:23]=[CH:22][CH:21]=2)=[O:16])[CH2:28][OH:29])=[N:31][CH:32]=1)#[N:35], predict the reactants needed to synthesize it. The reactants are: OC[C@H](N[C:15]([C@H:17]1[CH2:19][C@@H:18]1[C:20]1[CH:25]=[CH:24][CH:23]=[CH:22][CH:21]=1)=[O:16])C1C=NC(C(F)(F)F)=CC=1.[NH2:26][C@H:27]([C:30]1[CH:37]=[CH:36][C:33]([C:34]#[N:35])=[CH:32][N:31]=1)[CH2:28][OH:29]. (4) Given the product [CH2:16]([O:1][C:2]1[C:3]([C:8]#[N:9])=[N:4][CH:5]=[CH:6][CH:7]=1)[C:17]1[CH:22]=[CH:21][CH:20]=[CH:19][CH:18]=1, predict the reactants needed to synthesize it. The reactants are: [OH:1][C:2]1[C:3]([C:8]#[N:9])=[N:4][CH:5]=[CH:6][CH:7]=1.C(=O)([O-])[O-].[K+].[K+].[CH2:16](Br)[C:17]1[CH:22]=[CH:21][CH:20]=[CH:19][CH:18]=1. (5) Given the product [F:19][C:14]([F:20])([C:15]([F:16])([F:17])[F:18])[CH2:13][CH2:12][C:3]1[N:4]=[C:5]([C:7]([O:9][CH2:10][CH3:11])=[O:8])[N:6]2[CH:25]=[CH:24][CH:23]=[N:1][C:2]=12, predict the reactants needed to synthesize it. The reactants are: [NH2:1][C:2]1[NH:6][C:5]([C:7]([O:9][CH2:10][CH3:11])=[O:8])=[N:4][C:3]=1[CH2:12][CH2:13][C:14]([F:20])([F:19])[C:15]([F:18])([F:17])[F:16].CO[CH:23](OC)[CH2:24][CH:25](OC)OC. (6) The reactants are: [Cl:1][C:2]1[CH:7]=[CH:6][C:5]([CH2:8]Cl)=[C:4]([F:10])[CH:3]=1.[C-:11]#[N:12].[Na+]. Given the product [Cl:1][C:2]1[CH:7]=[CH:6][C:5]([CH2:8][C:11]#[N:12])=[C:4]([F:10])[CH:3]=1, predict the reactants needed to synthesize it.